Dataset: Reaction yield outcomes from USPTO patents with 853,638 reactions. Task: Predict the reaction yield, written as a fraction of the theoretical maximum amount of product (1.0 means a 100% yield; for example, 0.34 means a 34% yield). (1) The reactants are [Cl:1][C:2]1[CH:7]=[CH:6][C:5]([F:8])=[CH:4][C:3]=1[C@H:9]1[CH2:13][CH2:12][CH2:11][N:10]1[C:14]1[CH:19]=[CH:18][N:17]2[N:20]=[CH:21][C:22]([NH:23][C:24]([N:26]3[CH2:29][CH:28]([OH:30])[CH2:27]3)=[O:25])=[C:16]2[N:15]=1.[S:31](=[O:35])(=[O:34])([OH:33])[OH:32]. The catalyst is CO. The product is [S:31]([OH:35])([OH:34])(=[O:33])=[O:32].[Cl:1][C:2]1[CH:7]=[CH:6][C:5]([F:8])=[CH:4][C:3]=1[C@H:9]1[CH2:13][CH2:12][CH2:11][N:10]1[C:14]1[CH:19]=[CH:18][N:17]2[N:20]=[CH:21][C:22]([NH:23][C:24]([N:26]3[CH2:29][CH:28]([OH:30])[CH2:27]3)=[O:25])=[C:16]2[N:15]=1. The yield is 0.734. (2) The reactants are [F:1][C:2]1[CH:3]=[CH:4][C:5]([CH2:9]O)=[C:6]([OH:8])[CH:7]=1.[BrH:11].[C:12]1([P:18]([C:25]2[CH:30]=[CH:29][CH:28]=[CH:27][CH:26]=2)[C:19]2[CH:24]=[CH:23][CH:22]=[CH:21][CH:20]=2)[CH:17]=[CH:16][CH:15]=[CH:14][CH:13]=1. No catalyst specified. The product is [Br-:11].[F:1][C:2]1[CH:3]=[CH:4][C:5]([CH2:9][P+:18]([C:19]2[CH:20]=[CH:21][CH:22]=[CH:23][CH:24]=2)([C:25]2[CH:30]=[CH:29][CH:28]=[CH:27][CH:26]=2)[C:12]2[CH:13]=[CH:14][CH:15]=[CH:16][CH:17]=2)=[C:6]([OH:8])[CH:7]=1. The yield is 0.990. (3) The reactants are F[C:2]1[N:9]=[CH:8][CH:7]=[CH:6][C:3]=1[C:4]#[N:5].[CH3:10][CH:11]1[O:16][CH:15]([CH3:17])[CH2:14][NH:13][CH2:12]1. The catalyst is O1CCCC1. The product is [CH3:17][CH:15]1[O:16][CH:11]([CH3:10])[CH2:12][N:13]([C:2]2[N:9]=[CH:8][CH:7]=[CH:6][C:3]=2[C:4]#[N:5])[CH2:14]1. The yield is 0.400. (4) The catalyst is C(#N)C. The reactants are [N:1]1[CH:6]=[CH:5][CH:4]=[C:3]([C:7]2[CH:8]=[C:9]([OH:13])[CH:10]=[CH:11][CH:12]=2)[CH:2]=1.Br[CH2:15][C:16]([O:18][CH3:19])=[O:17].C(=O)([O-])[O-].[Cs+].[Cs+]. The yield is 0.780. The product is [N:1]1[CH:6]=[CH:5][CH:4]=[C:3]([C:7]2[CH:8]=[C:9]([CH:10]=[CH:11][CH:12]=2)[O:13][CH2:15][C:16]([O:18][CH3:19])=[O:17])[CH:2]=1.